This data is from Full USPTO retrosynthesis dataset with 1.9M reactions from patents (1976-2016). The task is: Predict the reactants needed to synthesize the given product. (1) Given the product [C:19]([O:1][C:2]1[CH:11]=[C:10]2[C:5]([CH:6]=[CH:7][CH:8]=[C:9]2[N:12]2[CH2:17][CH2:16][N:15]([CH3:18])[CH2:14][CH2:13]2)=[CH:4][CH:3]=1)(=[O:26])[C:20]1[CH:25]=[CH:24][CH:23]=[CH:22][CH:21]=1, predict the reactants needed to synthesize it. The reactants are: [OH:1][C:2]1[CH:11]=[C:10]2[C:5]([CH:6]=[CH:7][CH:8]=[C:9]2[N:12]2[CH2:17][CH2:16][N:15]([CH3:18])[CH2:14][CH2:13]2)=[CH:4][CH:3]=1.[C:19](Cl)(=[O:26])[C:20]1[CH:25]=[CH:24][CH:23]=[CH:22][CH:21]=1. (2) Given the product [F:15][C:16]1[CH:22]=[CH:21][C:19]([NH:20][C:2]2[N:7]=[C:6]([C:8]3[CH:9]=[N:10][C:11]([NH2:14])=[N:12][CH:13]=3)[CH:5]=[CH:4][N:3]=2)=[CH:18][CH:17]=1, predict the reactants needed to synthesize it. The reactants are: Cl[C:2]1[N:7]=[C:6]([C:8]2[CH:9]=[N:10][C:11]([NH2:14])=[N:12][CH:13]=2)[CH:5]=[CH:4][N:3]=1.[F:15][C:16]1[CH:22]=[CH:21][C:19]([NH2:20])=[CH:18][CH:17]=1.CS(C)=O.[Cl-]. (3) The reactants are: [NH2:1][C:2]1[N:3]=[CH:4][C:5]([C:8]([O:10][CH2:11][CH3:12])=[O:9])=[N:6][CH:7]=1.C1C(=O)N([Br:20])C(=O)C1. Given the product [NH2:1][C:2]1[N:3]=[CH:4][C:5]([C:8]([O:10][CH2:11][CH3:12])=[O:9])=[N:6][C:7]=1[Br:20], predict the reactants needed to synthesize it. (4) Given the product [CH2:1]([O:5][S:20]([C:17]1[CH:18]=[CH:19][C:14]([Cl:13])=[CH:15][CH:16]=1)(=[O:22])=[O:21])[CH2:2][C:3]#[CH:4], predict the reactants needed to synthesize it. The reactants are: [CH2:1]([OH:5])[CH2:2][C:3]#[CH:4].C(N(CC)CC)C.[Cl:13][C:14]1[CH:19]=[CH:18][C:17]([S:20](Cl)(=[O:22])=[O:21])=[CH:16][CH:15]=1. (5) Given the product [CH2:15]([NH:17][C:2]1[CH:7]=[CH:6][C:5]([F:8])=[CH:4][N:3]=1)[CH3:16], predict the reactants needed to synthesize it. The reactants are: Br[C:2]1[CH:7]=[CH:6][C:5]([F:8])=[CH:4][N:3]=1.C(O[Na])(C)(C)C.[CH2:15]([NH2:17])[CH3:16].